From a dataset of Catalyst prediction with 721,799 reactions and 888 catalyst types from USPTO. Predict which catalyst facilitates the given reaction. (1) Reactant: [CH3:1][C:2]1([NH:14][C:15]([C:17]2[C:25]3[C:20](=[N:21][CH:22]=[C:23]([C:26]4[C:34]5[C:29](=[CH:30][C:31]([CH3:35])=[CH:32][CH:33]=5)[NH:28][N:27]=4)[N:24]=3)[NH:19][CH:18]=2)=[O:16])[CH2:6][CH2:5][N:4](C(OC(C)(C)C)=O)[CH2:3]1.[F:36][C:37]([F:42])([F:41])[C:38]([OH:40])=[O:39]. Product: [F:36][C:37]([F:42])([F:41])[C:38]([OH:40])=[O:39].[CH3:35][C:31]1[CH:30]=[C:29]2[C:34]([C:26]([C:23]3[N:24]=[C:25]4[C:17]([C:15]([NH:14][C:2]5([CH3:1])[CH2:6][CH2:5][NH:4][CH2:3]5)=[O:16])=[CH:18][NH:19][C:20]4=[N:21][CH:22]=3)=[N:27][NH:28]2)=[CH:33][CH:32]=1. The catalyst class is: 4. (2) Reactant: [C:1]([C:4]1[CH:29]=[CH:28][C:7]([C:8]([NH:10][C:11]2[CH:27]=[CH:26][CH:25]=[CH:24][C:12]=2[C:13]([NH:15][C:16]2[CH:21]=[CH:20][C:19]([O:22][CH3:23])=[CH:18][CH:17]=2)=[O:14])=[O:9])=[CH:6][CH:5]=1)(=[O:3])[CH3:2].[CH3:30][Mg]Br.C(OCC)C. Product: [OH:3][C:1]([C:4]1[CH:29]=[CH:28][C:7]([C:8]([NH:10][C:11]2[CH:27]=[CH:26][CH:25]=[CH:24][C:12]=2[C:13]([NH:15][C:16]2[CH:21]=[CH:20][C:19]([O:22][CH3:23])=[CH:18][CH:17]=2)=[O:14])=[O:9])=[CH:6][CH:5]=1)([CH3:30])[CH3:2]. The catalyst class is: 7.